The task is: Regression. Given a peptide amino acid sequence and an MHC pseudo amino acid sequence, predict their binding affinity value. This is MHC class I binding data.. This data is from Peptide-MHC class I binding affinity with 185,985 pairs from IEDB/IMGT. (1) The MHC is HLA-B40:01 with pseudo-sequence HLA-B40:01. The binding affinity (normalized) is 0. The peptide sequence is FPQGKAREF. (2) The peptide sequence is YQGMLPVCPL. The MHC is HLA-A02:03 with pseudo-sequence HLA-A02:03. The binding affinity (normalized) is 0.725.